From a dataset of Peptide-MHC class I binding affinity with 185,985 pairs from IEDB/IMGT. Regression. Given a peptide amino acid sequence and an MHC pseudo amino acid sequence, predict their binding affinity value. This is MHC class I binding data. (1) The peptide sequence is GKFFAQAFL. The MHC is HLA-B07:02 with pseudo-sequence HLA-B07:02. The binding affinity (normalized) is 0.0847. (2) The MHC is H-2-Db with pseudo-sequence H-2-Db. The binding affinity (normalized) is 0.0645. The peptide sequence is YTVKLPNL.